Dataset: Forward reaction prediction with 1.9M reactions from USPTO patents (1976-2016). Task: Predict the product of the given reaction. (1) The product is: [CH2:15]([O:18][C:8]1[CH:13]=[N:12][CH:11]=[CH:10][CH:9]=1)[CH2:27][CH2:22][CH3:23]. Given the reactants [N:12]1[C:13]2[C:8](=CC=[C:8]3[C:13]=2[N:12]=[CH:11][CH:10]=[CH:9]3)[CH:9]=[CH:10][CH:11]=1.[C:15]([O-:18])([O-])=O.[Cs+].[Cs+].I[C:22]1[CH:23]=NC=C[CH:27]=1, predict the reaction product. (2) Given the reactants C([Li])CCC.Br[C:7]1[CH:11]=[CH:10][S:9][C:8]=1[CH:12]1[O:16]CCO1.[B:17]([O-])([O-:23])[O:18]CCCC.Cl, predict the reaction product. The product is: [CH:12]([C:8]1[S:9][CH:10]=[CH:11][C:7]=1[B:17]([OH:23])[OH:18])=[O:16]. (3) Given the reactants [F:1][C:2]([F:33])([F:32])[C:3]1[CH:4]=[C:5]([C@H:13]([O:15][C@H:16]2[O:24][CH2:23][C@@H:19]3[CH2:20][NH:21][CH2:22][C@H:18]3[C@@H:17]2[C:25]2[CH:30]=[CH:29][CH:28]=[CH:27][C:26]=2[CH3:31])[CH3:14])[CH:6]=[C:7]([C:9]([F:12])([F:11])[F:10])[CH:8]=1.[O:34]1[CH2:39][CH2:38][CH:37]([C:40](O)=[O:41])[CH2:36][CH2:35]1, predict the reaction product. The product is: [F:33][C:2]([F:1])([F:32])[C:3]1[CH:4]=[C:5]([C@H:13]([O:15][C@H:16]2[O:24][CH2:23][C@@H:19]3[CH2:20][N:21]([C:40]([CH:37]4[CH2:38][CH2:39][O:34][CH2:35][CH2:36]4)=[O:41])[CH2:22][C@H:18]3[C@@H:17]2[C:25]2[CH:30]=[CH:29][CH:28]=[CH:27][C:26]=2[CH3:31])[CH3:14])[CH:6]=[C:7]([C:9]([F:10])([F:11])[F:12])[CH:8]=1. (4) Given the reactants [N+:1]([C:4]1[CH:5]=[C:6]2[C:10](=[CH:11][CH:12]=1)[NH:9][CH:8]=[C:7]2[C:13]1[CH2:18][CH2:17][C:16](=O)[CH2:15][CH:14]=1)([O-:3])=[O:2].CC(O)=O.Cl.[CH3:25][NH2:26].[OH-].[Na+], predict the reaction product. The product is: [CH3:25][NH:26][CH:16]1[CH2:17][CH2:18][C:13]([C:7]2[C:6]3[C:10](=[CH:11][CH:12]=[C:4]([N+:1]([O-:3])=[O:2])[CH:5]=3)[NH:9][CH:8]=2)=[CH:14][CH2:15]1. (5) The product is: [CH3:16][O:17][C:18](=[O:23])[CH2:19][C:20]1[S:8][C:3]2[CH:4]=[CH:5][CH:6]=[CH:7][C:2]=2[N:1]=1. Given the reactants [NH2:1][C:2]1[CH:7]=[CH:6][CH:5]=[CH:4][C:3]=1[SH:8].C(N(CC)CC)C.[CH3:16][O:17][C:18](=[O:23])[CH2:19][C:20](Cl)=O, predict the reaction product. (6) Given the reactants [CH:1]([O:4][C:5]1[CH:12]=[CH:11][C:8]([C:9]#[N:10])=[CH:7][C:6]=1[N+:13]([O-])=O)([CH3:3])[CH3:2].COC1C=CC(C#N)=CC=1[N+]([O-])=O.NC1C=C(C=CC=1OC(F)(F)F)C(N)=O, predict the reaction product. The product is: [NH2:13][C:6]1[CH:7]=[C:8]([CH:11]=[CH:12][C:5]=1[O:4][CH:1]([CH3:3])[CH3:2])[C:9]#[N:10].